From a dataset of Reaction yield outcomes from USPTO patents with 853,638 reactions. Predict the reaction yield, written as a fraction of the theoretical maximum amount of product (1.0 means a 100% yield; for example, 0.34 means a 34% yield). (1) The catalyst is C(Cl)Cl. The yield is 0.340. The reactants are C1C=CC(P(C2C=CC=CC=2)C2C=CC=CC=2)=CC=1.[CH2:20]([O:22][C:23](=[O:38])[C:24]1[CH:29]=[CH:28][C:27]([CH2:30][C:31]2[O:35][N:34]=[C:33]([CH2:36][OH:37])[N:32]=2)=[CH:26][CH:25]=1)[CH3:21].[Cl:39][C:40]1[C:41]([OH:50])=[C:42]([C:47](=[O:49])[CH3:48])[CH:43]=[CH:44][C:45]=1O.N(C(OC(C)C)=O)=NC(OC(C)C)=O. The product is [CH2:20]([O:22][C:23](=[O:38])[C:24]1[CH:25]=[CH:26][C:27]([CH2:30][C:31]2[O:35][N:34]=[C:33]([CH2:36][O:37][C:45]3[CH:44]=[CH:43][C:42]([C:47](=[O:49])[CH3:48])=[C:41]([OH:50])[C:40]=3[Cl:39])[N:32]=2)=[CH:28][CH:29]=1)[CH3:21]. (2) The reactants are [I:1][C:2]1[CH:3]=[CH:4][C:5]([NH2:8])=[N:6][CH:7]=1.C1C(=O)N([Br:16])C(=O)C1. The catalyst is C(#N)C. The product is [Br:16][C:4]1[C:5]([NH2:8])=[N:6][CH:7]=[C:2]([I:1])[CH:3]=1. The yield is 0.470.